This data is from Full USPTO retrosynthesis dataset with 1.9M reactions from patents (1976-2016). The task is: Predict the reactants needed to synthesize the given product. (1) Given the product [Br:1][C:2]1[CH:3]=[C:4]2[C:9](=[CH:10][CH:11]=1)[N:8]=[C:7]([O:12][CH3:13])[C:6]([C:14]([N:28]1[CH2:27][CH2:26][CH2:25][CH2:30]1)=[O:16])=[C:5]2[Cl:19], predict the reactants needed to synthesize it. The reactants are: [Br:1][C:2]1[CH:3]=[C:4]2[C:9](=[CH:10][CH:11]=1)[N:8]=[C:7]([O:12][CH3:13])[C:6]([C:14]([O:16]CC)=O)=[C:5]2[Cl:19].CCN=C=N[CH2:25][CH2:26][CH2:27][N:28]([CH3:30])C.C1C=CC2N(O)N=NC=2C=1.N1CCCC1. (2) Given the product [Br:1][C:2]1[CH:3]=[C:4]([CH:9]([CH2:15][CH:16]([CH3:18])[CH3:17])[C:10]([OH:12])=[O:11])[CH:5]=[C:6]([N+:19]([O-:21])=[O:20])[C:7]=1[OH:8], predict the reactants needed to synthesize it. The reactants are: [Br:1][C:2]1[CH:3]=[C:4]([CH:9]([CH2:15][CH:16]([CH3:18])[CH3:17])[C:10]([O:12]CC)=[O:11])[CH:5]=[CH:6][C:7]=1[OH:8].[N+:19]([O-])([OH:21])=[O:20]. (3) Given the product [Cl:22][C:18]1[N:17]=[C:16]([N:2]([CH3:1])[S:3]([C:6]2[CH:11]=[CH:10][C:9]([CH3:12])=[CH:8][CH:7]=2)(=[O:5])=[O:4])[CH:21]=[CH:20][CH:19]=1, predict the reactants needed to synthesize it. The reactants are: [CH3:1][NH:2][S:3]([C:6]1[CH:11]=[CH:10][C:9]([CH3:12])=[CH:8][CH:7]=1)(=[O:5])=[O:4].[H-].[Na+].Cl[C:16]1[CH:21]=[CH:20][CH:19]=[C:18]([Cl:22])[N:17]=1.CC1(C)C2C(=C(P(C3C=CC=CC=3)C3C=CC=CC=3)C=CC=2)OC2C(P(C3C=CC=CC=3)C3C=CC=CC=3)=CC=CC1=2. (4) Given the product [Cl:1][C:2]1[CH:7]=[CH:6][CH:5]=[CH:4][C:3]=1[C:8]#[C:9][CH3:10], predict the reactants needed to synthesize it. The reactants are: [Cl:1][C:2]1[CH:7]=[CH:6][CH:5]=[CH:4][C:3]=1[C:8]#[CH:9].[CH2:10]([Li])CCC.CCCCCC.IC. (5) Given the product [CH2:13]([N:10]1[CH2:11][CH:12]=[C:7]([C:28]2[CH:29]=[CH:30][C:25]([OH:24])=[CH:26][CH:27]=2)[C:8]([F:21])([F:20])[CH2:9]1)[C:14]1[CH:19]=[CH:18][CH:17]=[CH:16][CH:15]=1, predict the reactants needed to synthesize it. The reactants are: FC(F)(F)S(O[C:7]1[C:8]([F:21])([F:20])[CH2:9][N:10]([CH2:13][C:14]2[CH:19]=[CH:18][CH:17]=[CH:16][CH:15]=2)[CH2:11][CH:12]=1)(=O)=O.[OH:24][C:25]1[CH:30]=[CH:29][C:28](B(O)O)=[CH:27][CH:26]=1.C(=O)([O-])[O-].[Na+].[Na+].O. (6) Given the product [Cl:21][C:18]1[CH:19]=[C:20]2[C:15]([C:14](=[O:22])[NH:13][C@@:12]2([CH2:11][CH2:10][CH2:9][NH:8][C:43](=[O:44])[O:42][CH3:41])[CH2:23][CH2:24][NH:25][CH3:33])=[CH:16][CH:17]=1, predict the reactants needed to synthesize it. The reactants are: FC(F)(F)C(O)=O.[NH2:8][CH2:9][CH2:10][CH2:11][C@:12]1([CH2:23][CH2:24][N:25]([CH3:33])C(=O)OC(C)(C)C)[C:20]2[C:15](=[CH:16][CH:17]=[C:18]([Cl:21])[CH:19]=2)[C:14](=[O:22])[NH:13]1.C(N(CC)CC)C.[CH3:41][O:42][C:43](Cl)=[O:44].C(O)(C(F)(F)F)=O. (7) Given the product [CH3:13][C@@H:9]([C@H:8]([C:14]1[CH:19]=[CH:18][CH:17]=[CH:16][CH:15]=1)[NH2:7])[CH2:10][NH2:12], predict the reactants needed to synthesize it. The reactants are: [H-].[Al+3].[Li+].[H-].[H-].[H-].[NH2:7][C@@H:8]([C:14]1[CH:19]=[CH:18][CH:17]=[CH:16][CH:15]=1)[C@H:9]([CH3:13])[C:10]([NH2:12])=O.